Dataset: Forward reaction prediction with 1.9M reactions from USPTO patents (1976-2016). Task: Predict the product of the given reaction. (1) Given the reactants [Cl:1][C:2]1[CH:3]=[C:4]([CH:21]=[CH:22][CH:23]=1)[O:5][CH2:6][C@H:7]([OH:20])[CH2:8][CH2:9][CH:10]1[CH:17]2[CH:13]([O:14][C:15](=[O:18])[CH2:16]2)[CH2:12][CH:11]1[OH:19].[O:24]1[CH:29]=[CH:28][CH2:27][CH2:26][CH2:25]1.O.[C:31]1(C)C=[CH:35][C:34](S(O)(=O)=O)=[CH:33][CH:32]=1.C([O-])(O)=[O:43].[Na+], predict the reaction product. The product is: [Cl:1][C:2]1[CH:3]=[C:4]([CH:21]=[CH:22][CH:23]=1)[O:5][CH2:6][C@H:7]([O:20][CH:35]1[CH2:34][CH2:33][CH2:32][CH2:31][O:43]1)[CH2:8][CH2:9][CH:10]1[CH:17]2[CH:13]([O:14][C:15](=[O:18])[CH2:16]2)[CH2:12][CH:11]1[O:19][CH:29]1[CH2:28][CH2:27][CH2:26][CH2:25][O:24]1. (2) Given the reactants F[C:2]1[N:7]=[C:6]([C:8]([NH:10][NH2:11])=[O:9])[CH:5]=[CH:4][CH:3]=1.[CH3:12]C1C=CC(C(O)=O)=NC=1.FC1N=C(C(O)=O)C=CC=1, predict the reaction product. The product is: [CH3:12][C:3]1[CH:4]=[CH:5][C:6]([C:8]([NH:10][NH2:11])=[O:9])=[N:7][CH:2]=1. (3) Given the reactants [Cl:1][C:2]1[C:11]2[C:6](=[CH:7][CH:8]=[C:9]([OH:12])[CH:10]=2)[O:5][C:4](=[O:13])[C:3]=1[C:14]1[CH:19]=[CH:18][CH:17]=[C:16]([OH:20])[CH:15]=1.[C:35]1(C)[CH:36]=[CH:37]C(S([O-])(=[O:28])=[O:28])=[CH:33][CH:34]=1.[NH+]1[CH:37]=[CH:36][CH:35]=[CH:34][CH:33]=1.[O:38]1[CH:43]=[CH:42][CH2:41][CH2:40][CH2:39]1, predict the reaction product. The product is: [Cl:1][C:2]1[C:11]2[C:6](=[CH:7][CH:8]=[C:9]([O:12][CH:37]3[CH2:36][CH2:35][CH2:34][CH2:33][O:28]3)[CH:10]=2)[O:5][C:4](=[O:13])[C:3]=1[C:14]1[CH:19]=[CH:18][CH:17]=[C:16]([O:20][CH:43]2[CH2:42][CH2:41][CH2:40][CH2:39][O:38]2)[CH:15]=1. (4) Given the reactants [C:1]([N:22]1[CH2:27][CH2:26][CH:25]([CH2:28][NH:29][C:30](=[O:37])[C:31]2[CH:36]=[CH:35][CH:34]=[N:33][CH:32]=2)[CH2:24][CH2:23]1)(=[O:21])[CH2:2][CH2:3][CH2:4]/[CH:5]=[CH:6]\[CH2:7]/[CH:8]=[CH:9]\[CH2:10]/[CH:11]=[CH:12]\[CH2:13]/[CH:14]=[CH:15]\[CH2:16]/[CH:17]=[CH:18]\[CH2:19][CH3:20].[H-].[Na+].[CH3:40]I, predict the reaction product. The product is: [C:1]([N:22]1[CH2:23][CH2:24][CH:25]([CH2:28][N:29]([CH3:40])[C:30](=[O:37])[C:31]2[CH:36]=[CH:35][CH:34]=[N:33][CH:32]=2)[CH2:26][CH2:27]1)(=[O:21])[CH2:2][CH2:3][CH2:4]/[CH:5]=[CH:6]\[CH2:7]/[CH:8]=[CH:9]\[CH2:10]/[CH:11]=[CH:12]\[CH2:13]/[CH:14]=[CH:15]\[CH2:16]/[CH:17]=[CH:18]\[CH2:19][CH3:20]. (5) Given the reactants Cl[C:2]1[C:7]([C:8]([C:14]2[C:22]3[C:17](=[N:18][CH:19]=[CH:20][CH:21]=3)[NH:16][CH:15]=2)([OH:13])[C:9]([F:12])([F:11])[F:10])=[CH:6][N:5]=[C:4]2[N:23]([C:26]3[CH:31]=[CH:30][CH:29]=[CH:28][CH:27]=3)[N:24]=[CH:25][C:3]=12.C(=O)(O)[O-].[Na+], predict the reaction product. The product is: [F:12][C:9]([F:10])([F:11])[C:8]([C:7]1[CH:2]=[C:3]2[CH:25]=[N:24][N:23]([C:26]3[CH:27]=[CH:28][CH:29]=[CH:30][CH:31]=3)[C:4]2=[N:5][CH:6]=1)([C:14]1[C:22]2[C:17](=[N:18][CH:19]=[CH:20][CH:21]=2)[NH:16][CH:15]=1)[OH:13]. (6) Given the reactants [H-].[Al+3].[Li+].[H-].[H-].[H-].[CH2:7]([O:14][C:15]1[CH:16]=[C:17]2[C:21](=[CH:22][CH:23]=1)[NH:20][CH:19]=[C:18]2[CH:24]1[CH2:28][C:27](=O)[NH:26][C:25]1=O)[C:8]1[CH:13]=[CH:12][CH:11]=[CH:10][CH:9]=1, predict the reaction product. The product is: [CH2:7]([O:14][C:15]1[CH:16]=[C:17]2[C:21](=[CH:22][CH:23]=1)[NH:20][CH:19]=[C:18]2[CH:24]1[CH2:28][CH2:27][NH:26][CH2:25]1)[C:8]1[CH:9]=[CH:10][CH:11]=[CH:12][CH:13]=1. (7) Given the reactants [Cl:1][C:2]1[CH:7]=[CH:6][C:5]([SH:8])=[CH:4][CH:3]=1.C([O-])([O-])=O.[K+].[K+].Cl[CH2:16][C:17](=[O:24])[CH2:18][C:19]([O:21][CH2:22][CH3:23])=[O:20], predict the reaction product. The product is: [Cl:1][C:2]1[CH:7]=[CH:6][C:5]([S:8][CH2:16][C:17](=[O:24])[CH2:18][C:19]([O:21][CH2:22][CH3:23])=[O:20])=[CH:4][CH:3]=1.